Task: Predict which catalyst facilitates the given reaction.. Dataset: Catalyst prediction with 721,799 reactions and 888 catalyst types from USPTO Reactant: [Br:1][C:2]1[CH:3]=[C:4]2[C:9](=[CH:10][CH:11]=1)[C:8](=[O:12])[N:7](S(C1C=CC=CC=1)(=O)=O)[CH:6]=[C:5]2[CH2:22]Br.[CH3:24][C@H:25]1[NH:30][CH2:29][CH2:28][N:27]([C:31]([O:33][C:34]([CH3:37])([CH3:36])[CH3:35])=[O:32])[CH2:26]1.C(N(CC)C(C)C)(C)C.[OH-].[Na+]. Product: [Br:1][C:2]1[CH:3]=[C:4]2[C:9](=[CH:10][CH:11]=1)[C:8](=[O:12])[NH:7][CH:6]=[C:5]2[CH2:22][N:30]1[CH2:29][CH2:28][N:27]([C:31]([O:33][C:34]([CH3:37])([CH3:36])[CH3:35])=[O:32])[CH2:26][C@H:25]1[CH3:24]. The catalyst class is: 87.